This data is from Full USPTO retrosynthesis dataset with 1.9M reactions from patents (1976-2016). The task is: Predict the reactants needed to synthesize the given product. (1) The reactants are: [C:1]([C:5]1[CH:6]=[C:7]([CH:38]=[CH:39][CH:40]=1)[CH2:8][NH:9][C@@H:10]1[C@@H:15]([OH:16])[C@H:14]([CH2:17][C:18]2[CH:23]=[C:22]([O:24][C@H:25]([CH2:30][O:31][CH3:32])[C:26]([F:29])([F:28])[F:27])[C:21]([N+:33]([O-])=O)=[C:20]([F:36])[CH:19]=2)[CH2:13][S@:12](=[O:37])[CH2:11]1)([CH3:4])([CH3:3])[CH3:2]. Given the product [NH2:33][C:21]1[C:22]([O:24][C@H:25]([CH2:30][O:31][CH3:32])[C:26]([F:29])([F:27])[F:28])=[CH:23][C:18]([CH2:17][C@H:14]2[C@H:15]([OH:16])[C@@H:10]([NH:9][CH2:8][C:7]3[CH:38]=[CH:39][CH:40]=[C:5]([C:1]([CH3:4])([CH3:2])[CH3:3])[CH:6]=3)[CH2:11][S@@:12](=[O:37])[CH2:13]2)=[CH:19][C:20]=1[F:36], predict the reactants needed to synthesize it. (2) Given the product [F:1][C:2]1[CH:7]=[C:6]([F:8])[CH:5]=[CH:4][C:3]=1[CH:9]1[CH2:10][CH2:11][N:12]([CH3:15])[CH2:13][CH2:14]1, predict the reactants needed to synthesize it. The reactants are: [F:1][C:2]1[CH:7]=[C:6]([F:8])[CH:5]=[CH:4][C:3]=1[CH:9]1[CH2:14][CH2:13][NH:12][CH2:11][CH2:10]1.[CH:15](O)=O.C=O. (3) Given the product [C:1]([O:5][C:6]([N:8]1[C:22]2[C:14](=[CH:15][C:16]3[CH:17]=[C:18]([CH:24]=[O:25])[N:19]([CH3:23])[C:20]=3[CH:21]=2)[C:13]2[N:26]([CH2:35][C:36]3[CH:41]=[CH:40][C:39]([O:42][CH3:43])=[CH:38][C:37]=3[O:44][CH3:45])[C:27](=[O:34])[C:28]([C:31]([OH:33])=[O:32])=[C:29]([OH:30])[C:12]=2[CH2:11][CH2:10][CH2:9]1)=[O:7])([CH3:4])([CH3:3])[CH3:2], predict the reactants needed to synthesize it. The reactants are: [C:1]([O:5][C:6]([N:8]1[C:22]2[C:14](=[CH:15][C:16]3[CH:17]=[C:18]([CH2:24][OH:25])[N:19]([CH3:23])[C:20]=3[CH:21]=2)[C:13]2[N:26]([CH2:35][C:36]3[CH:41]=[CH:40][C:39]([O:42][CH3:43])=[CH:38][C:37]=3[O:44][CH3:45])[C:27](=[O:34])[C:28]([C:31]([OH:33])=[O:32])=[C:29]([OH:30])[C:12]=2[CH2:11][CH2:10][CH2:9]1)=[O:7])([CH3:4])([CH3:3])[CH3:2]. (4) Given the product [F:1][C:2]1[CH:3]=[CH:4][C:5]([CH2:6][CH:7]2[CH2:13][N:12]([CH2:14][CH2:15][C:16]([NH:25][C:24]3[CH:26]=[CH:27][CH:28]=[C:22]([F:21])[CH:23]=3)=[O:18])[CH2:11][CH2:10][CH2:9][O:8]2)=[CH:19][CH:20]=1, predict the reactants needed to synthesize it. The reactants are: [F:1][C:2]1[CH:20]=[CH:19][C:5]([CH2:6][CH:7]2[CH2:13][N:12]([CH2:14][CH2:15][C:16]([OH:18])=O)[CH2:11][CH2:10][CH2:9][O:8]2)=[CH:4][CH:3]=1.[F:21][C:22]1[CH:23]=[C:24]([CH:26]=[CH:27][CH:28]=1)[NH2:25].CCN=C=NCCCN(C)C.C1C=CC2N(O)N=NC=2C=1.CCN(C(C)C)C(C)C. (5) Given the product [CH2:34]([O:41][C:52]1[C:51]2[C:46](=[CH:47][CH:48]=[CH:49][CH:50]=2)[NH:45][C:44](=[O:54])[C:43]=1[Br:42])[C:35]1[CH:40]=[CH:39][CH:38]=[CH:37][CH:36]=1, predict the reactants needed to synthesize it. The reactants are: C1C=CC(P(C2C=CC=CC=2)C2C=CC=CC=2)=CC=1.CC(OC(/N=N/C(OC(C)C)=O)=O)C.[CH2:34]([OH:41])[C:35]1[CH:40]=[CH:39][CH:38]=[CH:37][CH:36]=1.[Br:42][C:43]1[C:44](=[O:54])[NH:45][C:46]2[C:51]([C:52]=1O)=[CH:50][CH:49]=[CH:48][CH:47]=2. (6) Given the product [N:14]1[C:15]2[CH2:16][CH:8]([NH2:7])[CH2:9][C:10]=2[CH:11]=[CH:12][CH:13]=1, predict the reactants needed to synthesize it. The reactants are: C(OC(=O)[NH:7][CH:8]1[CH2:16][C:15]2[N:14]=[CH:13][CH:12]=[CH:11][C:10]=2[CH2:9]1)(C)(C)C. (7) The reactants are: [CH3:1][C:2]1[N:3]([C:7]2[CH:12]=[CH:11][C:10]([NH:13][C:14]3[N:15]=[C:16]([CH2:24][CH:25]4[CH2:30][CH2:29][O:28][CH2:27][CH2:26]4)[C:17]4[CH2:23][NH:22][CH2:21][CH2:20][C:18]=4[N:19]=3)=[CH:9][CH:8]=2)[CH:4]=[CH:5][N:6]=1.[CH2:31]=O. Given the product [CH3:31][N:22]1[CH2:21][CH2:20][C:18]2[N:19]=[C:14]([NH:13][C:10]3[CH:9]=[CH:8][C:7]([N:3]4[CH:4]=[CH:5][N:6]=[C:2]4[CH3:1])=[CH:12][CH:11]=3)[N:15]=[C:16]([CH2:24][CH:25]3[CH2:30][CH2:29][O:28][CH2:27][CH2:26]3)[C:17]=2[CH2:23]1, predict the reactants needed to synthesize it. (8) Given the product [CH3:50][C:44]1([C:47]([N:29]2[CH2:30][CH2:31][CH2:32][C@@H:27]([NH:26][C:25]3[C:18]4[C:19](=[N:20][CH:21]=[CH:22][C:17]=4[O:16][C:13]4[CH:12]=[CH:11][C:10]([C:9](=[O:33])[NH:8][C:4]5[CH:3]=[C:2]([CH3:1])[CH:7]=[CH:6][N:5]=5)=[CH:15][CH:14]=4)[NH:23][N:24]=3)[CH2:28]2)=[O:48])[CH2:45][CH2:46][N:41]([C:39]([O:38][C:34]([CH3:36])([CH3:35])[CH3:37])=[O:40])[CH2:42][CH2:43]1, predict the reactants needed to synthesize it. The reactants are: [CH3:1][C:2]1[CH:7]=[CH:6][N:5]=[C:4]([NH:8][C:9](=[O:33])[C:10]2[CH:15]=[CH:14][C:13]([O:16][C:17]3[CH:22]=[CH:21][N:20]=[C:19]4[NH:23][N:24]=[C:25]([NH:26][C@@H:27]5[CH2:32][CH2:31][CH2:30][NH:29][CH2:28]5)[C:18]=34)=[CH:12][CH:11]=2)[CH:3]=1.[C:34]([O:38][C:39]([N:41]1[CH2:46][CH2:45][C:44]([CH3:50])([C:47](O)=[O:48])[CH2:43][CH2:42]1)=[O:40])([CH3:37])([CH3:36])[CH3:35].CCN(C(C)C)C(C)C. (9) Given the product [N:6]1([C:11]2[CH:31]=[CH:30][C:14]([CH2:15][C:16]3[C:17]([O:28][CH3:29])=[N:18][C:19]4[C:24]([C:25]=3[Cl:26])=[CH:23][C:22]([C:42]([C:36]3[CH:37]=[CH:38][C:39]([O:40][CH3:41])=[C:34]([O:33][CH3:32])[CH:35]=3)([C:44]3[CH:45]=[N:46][CH:47]=[CH:48][CH:49]=3)[OH:43])=[CH:21][CH:20]=4)=[CH:13][CH:12]=2)[CH:10]=[CH:9][CH:8]=[N:7]1, predict the reactants needed to synthesize it. The reactants are: [Li]CCCC.[N:6]1([C:11]2[CH:31]=[CH:30][C:14]([CH2:15][C:16]3[C:17]([O:28][CH3:29])=[N:18][C:19]4[C:24]([C:25]=3[Cl:26])=[CH:23][C:22](Br)=[CH:21][CH:20]=4)=[CH:13][CH:12]=2)[CH:10]=[CH:9][CH:8]=[N:7]1.[CH3:32][O:33][C:34]1[CH:35]=[C:36]([C:42]([C:44]2[CH:45]=[N:46][CH:47]=[CH:48][CH:49]=2)=[O:43])[CH:37]=[CH:38][C:39]=1[O:40][CH3:41].